Dataset: CYP2C9 inhibition data for predicting drug metabolism from PubChem BioAssay. Task: Regression/Classification. Given a drug SMILES string, predict its absorption, distribution, metabolism, or excretion properties. Task type varies by dataset: regression for continuous measurements (e.g., permeability, clearance, half-life) or binary classification for categorical outcomes (e.g., BBB penetration, CYP inhibition). Dataset: cyp2c9_veith. (1) The compound is CC(C)C(=O)N1CCN(c2ccccc2NC(=O)c2cccc(Cl)c2)CC1. The result is 1 (inhibitor). (2) The molecule is O=S(=O)(c1cccc2nsnc12)N1CCCC1. The result is 1 (inhibitor). (3) The result is 0 (non-inhibitor). The compound is COC(=O)C/C=C\[C@@H](C)[C@@H](/C=N\O[C@@H]1O[C@H](COC(C)=O)[C@@H](OC(C)=O)[C@H](OC(C)=O)[C@H]1OC(C)=O)NS(=O)(=O)c1ccc(C)cc1. (4) The molecule is CC(C)[C@@]1(NC(=O)[C@@H]2C[C@H]3c4cccc5[nH]cc(c45)C[C@@H]3N(C)C2)O[C@@]2(O)[C@H]3CCCN3C(=O)[C@H](Cc3ccccc3)N2C1=O. The result is 1 (inhibitor). (5) The compound is CO[C@@H]1COC(=O)[C@@H](CCSC)NC(=O)C/C=C\[C@@H](C)COC(=O)[C@H](C)NC(=O)C/C=C\[C@H]1C. The result is 0 (non-inhibitor). (6) The result is 0 (non-inhibitor). The molecule is COc1cccc(-c2nccc(NC3CCNCC3)n2)c1. (7) The molecule is COc1ccc(S(=O)(=O)N2CCC(NC(=O)Nc3ccc(C)cc3)CC2)cc1. The result is 0 (non-inhibitor). (8) The compound is Nc1c(Cl)ncnc1N1CCOCC1. The result is 0 (non-inhibitor).